From a dataset of Peptide-MHC class I binding affinity with 185,985 pairs from IEDB/IMGT. Regression. Given a peptide amino acid sequence and an MHC pseudo amino acid sequence, predict their binding affinity value. This is MHC class I binding data. (1) The peptide sequence is VTQMKSLVTK. The MHC is HLA-A33:01 with pseudo-sequence HLA-A33:01. The binding affinity (normalized) is 0.0997. (2) The peptide sequence is ALPHAILRL. The MHC is HLA-A02:06 with pseudo-sequence HLA-A02:06. The binding affinity (normalized) is 0.517. (3) The peptide sequence is FPSTQRDYY. The MHC is HLA-B07:02 with pseudo-sequence HLA-B07:02. The binding affinity (normalized) is 0.